Dataset: Full USPTO retrosynthesis dataset with 1.9M reactions from patents (1976-2016). Task: Predict the reactants needed to synthesize the given product. (1) The reactants are: [Cl:1][C:2]1[CH:3]=[C:4]([CH:18]=[CH:19][C:20]=1[Cl:21])[O:5][CH:6]([C:12](=[O:17])[C:13]([F:16])([F:15])[F:14])[C:7]([O:9][CH2:10][CH3:11])=[O:8].[NH:22]1[CH:26]=[CH:25][C:24]([C:27](=[NH:29])[NH2:28])=[N:23]1.C(N(CC)C(C)C)(C)C. Given the product [Cl:1][C:2]1[CH:3]=[C:4]([CH:18]=[CH:19][C:20]=1[Cl:21])[O:5][CH:6]([C:12](=[O:17])[C:13]([F:15])([F:16])[F:14])[C:7]([O:9][CH2:10][CH3:11])=[O:8].[Cl:1][C:2]1[CH:3]=[C:4]([CH:18]=[CH:19][C:20]=1[Cl:21])[O:5][C:6]1[C:7](=[O:9])[NH:29][C:27]([C:24]2[CH:25]=[CH:26][NH:22][N:23]=2)=[N:28][C:12]=1[C:13]([F:14])([F:15])[F:16], predict the reactants needed to synthesize it. (2) Given the product [Cl:1][C:2]1[CH:3]=[CH:4][C:5]([N:8]2[CH:12]=[C:11]([CH2:13][CH2:14][CH2:15][O:16][C:23]3[C:28]([CH3:29])=[CH:27][CH:26]=[CH:25][C:24]=3[CH2:30][C:31]([OH:33])=[O:32])[C:10]([CH:17]([CH2:20][CH3:21])[CH2:18][CH3:19])=[N:9]2)=[N:6][CH:7]=1, predict the reactants needed to synthesize it. The reactants are: [Cl:1][C:2]1[CH:3]=[CH:4][C:5]([N:8]2[CH:12]=[C:11]([CH2:13][CH2:14][CH2:15][OH:16])[C:10]([CH:17]([CH2:20][CH3:21])[CH2:18][CH3:19])=[N:9]2)=[N:6][CH:7]=1.O[C:23]1[C:28]([CH3:29])=[CH:27][CH:26]=[CH:25][C:24]=1[CH2:30][C:31]([O:33]C)=[O:32].C(P(CCCC)CCCC)CCC.N(C(N1CCCCC1)=O)=NC(N1CCCCC1)=O. (3) Given the product [F:1][C:2]1([C:63]([N:45]2[CH2:40][CH2:39][CH2:44][C@H:43]2[C:42]([NH2:47])=[O:66])=[O:64])[CH2:7][CH:6]=[CH:5][CH:4]=[C:3]1[C:11]1[CH:16]=[CH:15][C:14]([O:17][CH2:18][CH:19]2[CH2:20][CH2:21][N:22]([CH2:25][C:26]3([C:30]([F:31])([F:33])[F:32])[CH2:27][CH2:28][CH2:29]3)[CH2:23][CH2:24]2)=[C:13]([F:34])[CH:12]=1, predict the reactants needed to synthesize it. The reactants are: [F:1][C:2]1[CH:7]=[C:6](C(O)=O)[CH:5]=[CH:4][C:3]=1[C:11]1[CH:16]=[CH:15][C:14]([O:17][CH2:18][CH:19]2[CH2:24][CH2:23][N:22]([CH2:25][C:26]3([C:30]([F:33])([F:32])[F:31])[CH2:29][CH2:28][CH2:27]3)[CH2:21][CH2:20]2)=[C:13]([F:34])[CH:12]=1.C(Cl)CCl.[CH:39]1[CH:40]=C[C:42]2[N:47](O)N=[N:45][C:43]=2[CH:44]=1.CCN(C(C)C)C(C)C.N1CCC[C@H]1[C:63](N)=[O:64].[OH2:66].